From a dataset of CYP2D6 inhibition data for predicting drug metabolism from PubChem BioAssay. Regression/Classification. Given a drug SMILES string, predict its absorption, distribution, metabolism, or excretion properties. Task type varies by dataset: regression for continuous measurements (e.g., permeability, clearance, half-life) or binary classification for categorical outcomes (e.g., BBB penetration, CYP inhibition). Dataset: cyp2d6_veith. The molecule is CC(C)Cc1nc(N2CCN(C(=O)c3ccccc3)CC2)c(C#N)c2c1CCC2. The result is 0 (non-inhibitor).